This data is from Full USPTO retrosynthesis dataset with 1.9M reactions from patents (1976-2016). The task is: Predict the reactants needed to synthesize the given product. Given the product [CH3:14][O:15][C:16]1[CH:17]=[C:18]([CH:21]=[CH:22][CH:23]=1)[CH2:19][O:6][CH2:5][C:4]([CH3:13])([CH3:3])[CH:7]([OH:12])[C:8]([CH3:11])([CH3:10])[CH3:9], predict the reactants needed to synthesize it. The reactants are: [H-].[Na+].[CH3:3][C:4]([CH3:13])([CH:7]([OH:12])[C:8]([CH3:11])([CH3:10])[CH3:9])[CH2:5][OH:6].[CH3:14][O:15][C:16]1[CH:17]=[C:18]([CH:21]=[CH:22][CH:23]=1)[CH2:19]Cl.[Cl-].[NH4+].